Dataset: Full USPTO retrosynthesis dataset with 1.9M reactions from patents (1976-2016). Task: Predict the reactants needed to synthesize the given product. Given the product [Si:3]([O:10][C@@H:11]([CH3:24])[CH2:12][CH2:13][CH2:14][C:15](=[O:23])/[CH:16]=[CH:43]/[C@H:29]1[C@H:28]([O:45][CH:46]2[CH2:51][CH2:50][CH2:49][CH2:48][O:47]2)[CH2:27][C@@H:26]([Cl:25])[C@@H:30]1[CH2:31][CH2:32][CH2:33][C:34]1[S:38][C:37]([C:39]([O:41][CH3:42])=[O:40])=[CH:36][CH:35]=1)([C:6]([CH3:7])([CH3:8])[CH3:9])([CH3:4])[CH3:5], predict the reactants needed to synthesize it. The reactants are: [H-].[Na+].[Si:3]([O:10][C@@H:11]([CH3:24])[CH2:12][CH2:13][CH2:14][C:15](=[O:23])[CH2:16]P(=O)(OC)OC)([C:6]([CH3:9])([CH3:8])[CH3:7])([CH3:5])[CH3:4].[Cl:25][C@H:26]1[C@H:30]([CH2:31][CH2:32][CH2:33][C:34]2[S:38][C:37]([C:39]([O:41][CH3:42])=[O:40])=[CH:36][CH:35]=2)[C@@H:29]([CH:43]=O)[C@H:28]([O:45][CH:46]2[CH2:51][CH2:50][CH2:49][CH2:48][O:47]2)[CH2:27]1.